From a dataset of Catalyst prediction with 721,799 reactions and 888 catalyst types from USPTO. Predict which catalyst facilitates the given reaction. Reactant: [Cl:1][C:2]1[CH:7]=[CH:6][C:5]([CH:8]([C:19]2[CH:24]=[CH:23][C:22]([S:25]([CH3:28])(=[O:27])=[O:26])=[CH:21][CH:20]=2)[CH2:9][C:10]([C:12]2[CH:13]=[CH:14][C:15](=[O:18])[NH:16][CH:17]=2)=[O:11])=[C:4]([CH3:29])[CH:3]=1.Br[CH2:31][CH2:32][O:33][CH2:34][CH3:35].C(=O)([O-])[O-].[K+].[K+]. Product: [Cl:1][C:2]1[CH:7]=[CH:6][C:5]([CH:8]([C:19]2[CH:20]=[CH:21][C:22]([S:25]([CH3:28])(=[O:26])=[O:27])=[CH:23][CH:24]=2)[CH2:9][C:10]([C:12]2[CH:13]=[CH:14][C:15](=[O:18])[N:16]([CH2:31][CH2:32][O:33][CH2:34][CH3:35])[CH:17]=2)=[O:11])=[C:4]([CH3:29])[CH:3]=1. The catalyst class is: 682.